From a dataset of Peptide-MHC class I binding affinity with 185,985 pairs from IEDB/IMGT. Regression. Given a peptide amino acid sequence and an MHC pseudo amino acid sequence, predict their binding affinity value. This is MHC class I binding data. (1) The peptide sequence is RLKHIFLIF. The MHC is HLA-B39:01 with pseudo-sequence HLA-B39:01. The binding affinity (normalized) is 0.0847. (2) The peptide sequence is SWPLQCPLDH. The MHC is HLA-A31:01 with pseudo-sequence HLA-A31:01. The binding affinity (normalized) is 0.0723. (3) The peptide sequence is LILALLAIV. The MHC is HLA-B08:01 with pseudo-sequence HLA-B08:01. The binding affinity (normalized) is 0.300.